Dataset: Reaction yield outcomes from USPTO patents with 853,638 reactions. Task: Predict the reaction yield, written as a fraction of the theoretical maximum amount of product (1.0 means a 100% yield; for example, 0.34 means a 34% yield). The reactants are [CH3:1][C:2]([C:5]1[C:10]([C:11]2[CH:16]=[C:15]([O:17][CH3:18])[CH:14]=[CH:13][C:12]=2[F:19])=[CH:9][C:8]([CH2:20][O:21][C:22]2[CH:27]=[CH:26][C:25]([C@H:28](/[CH:33]=[CH:34]/C)[CH2:29][C:30]([OH:32])=[O:31])=[CH:24][CH:23]=2)=[CH:7][CH:6]=1)([CH3:4])[CH3:3].[Li+].[OH-]. The catalyst is C1COCC1.CO. The product is [CH3:4][C:2]([C:5]1[C:10]([C:11]2[CH:16]=[C:15]([O:17][CH3:18])[CH:14]=[CH:13][C:12]=2[F:19])=[CH:9][C:8]([CH2:20][O:21][C:22]2[CH:23]=[CH:24][C:25]([C@H:28]([CH:33]=[CH2:34])[CH2:29][C:30]([OH:32])=[O:31])=[CH:26][CH:27]=2)=[CH:7][CH:6]=1)([CH3:1])[CH3:3]. The yield is 0.590.